This data is from Reaction yield outcomes from USPTO patents with 853,638 reactions. The task is: Predict the reaction yield, written as a fraction of the theoretical maximum amount of product (1.0 means a 100% yield; for example, 0.34 means a 34% yield). (1) The reactants are [F:1][C:2]1[C:7]2[N:8]=[N:9][S:10][C:6]=2[CH:5]=[C:4]([C:11]([O:13]C)=[O:12])[C:3]=1[NH:15][C:16]1[CH:21]=[CH:20][C:19]([I:22])=[CH:18][C:17]=1[F:23].[Li+].[OH-].Cl. The catalyst is C1COCC1.CO. The product is [F:1][C:2]1[C:7]2[N:8]=[N:9][S:10][C:6]=2[CH:5]=[C:4]([C:11]([OH:13])=[O:12])[C:3]=1[NH:15][C:16]1[CH:21]=[CH:20][C:19]([I:22])=[CH:18][C:17]=1[F:23]. The yield is 0.940. (2) The reactants are [F:1][C:2]([F:16])([C:6]([F:15])([F:14])[C:7]([F:13])([F:12])[C:8]([F:11])([F:10])[F:9])[CH2:3][CH2:4][OH:5].N1C=CC=CC=1.C(N(CC)CC)C.[Cl-].[C:31]([O:38][CH2:39][CH:40]([CH2:45][CH3:46])[CH2:41][CH2:42][CH2:43][CH3:44])(=[O:37])/[CH:32]=[CH:33]\[C:34]([O-])=[O:35]. The catalyst is C(Cl)(Cl)Cl. The product is [C:31]([O:38][CH2:39][CH:40]([CH2:45][CH3:46])[CH2:41][CH2:42][CH2:43][CH3:44])(=[O:37])/[CH:32]=[CH:33]\[C:34]([O:5][CH2:4][CH2:3][C:2]([F:16])([F:1])[C:6]([F:14])([F:15])[C:7]([F:12])([F:13])[C:8]([F:9])([F:10])[F:11])=[O:35]. The yield is 0.500. (3) The reactants are [CH3:1][Mg+].[Br-].[Cl:4][C:5]1[CH:6]=[C:7]([C:11]2[O:15][N:14]=[C:13]([CH:16]=[O:17])[CH:12]=2)[CH:8]=[CH:9][CH:10]=1. The catalyst is C1COCC1. The product is [Cl:4][C:5]1[CH:6]=[C:7]([C:11]2[O:15][N:14]=[C:13]([CH:16]([OH:17])[CH3:1])[CH:12]=2)[CH:8]=[CH:9][CH:10]=1. The yield is 0.370. (4) The reactants are [C:1]1([C:7](=[O:17])[CH2:8][CH:9](O)[CH:10]2[CH2:15][CH2:14][CH2:13][CH2:12][CH2:11]2)[CH:6]=[CH:5][CH:4]=[CH:3][CH:2]=1.[ClH:18]. No catalyst specified. The product is [C:1]1([C:7](=[O:17])[CH2:8][CH:9]([Cl:18])[CH:10]2[CH2:15][CH2:14][CH2:13][CH2:12][CH2:11]2)[CH:6]=[CH:5][CH:4]=[CH:3][CH:2]=1. The yield is 0.960. (5) The reactants are [Br:1][C:2]1[CH:3]=[C:4]([NH:10][C:11]2[CH:16]=[CH:15][CH:14]=[C:13]([OH:17])[N:12]=2)[C:5](=[O:9])[N:6]([CH3:8])[CH:7]=1.CC1C=CC(S(O[CH2:29][CH2:30][NH:31][C:32]([O:34][C:35]([CH3:38])([CH3:37])[CH3:36])=[O:33])(=O)=O)=CC=1.C([O-])([O-])=O.[Cs+].[Cs+]. The catalyst is CN(C=O)C. The product is [Br:1][C:2]1[CH:3]=[C:4]([NH:10][C:11]2[N:12]=[C:13]([O:17][CH2:29][CH2:30][NH:31][C:32](=[O:33])[O:34][C:35]([CH3:38])([CH3:37])[CH3:36])[CH:14]=[CH:15][CH:16]=2)[C:5](=[O:9])[N:6]([CH3:8])[CH:7]=1. The yield is 0.150.